Dataset: NCI-60 drug combinations with 297,098 pairs across 59 cell lines. Task: Regression. Given two drug SMILES strings and cell line genomic features, predict the synergy score measuring deviation from expected non-interaction effect. (1) Drug 1: CC1=C(N=C(N=C1N)C(CC(=O)N)NCC(C(=O)N)N)C(=O)NC(C(C2=CN=CN2)OC3C(C(C(C(O3)CO)O)O)OC4C(C(C(C(O4)CO)O)OC(=O)N)O)C(=O)NC(C)C(C(C)C(=O)NC(C(C)O)C(=O)NCCC5=NC(=CS5)C6=NC(=CS6)C(=O)NCCC[S+](C)C)O. Drug 2: CC(C)NC(=O)C1=CC=C(C=C1)CNNC.Cl. Cell line: TK-10. Synergy scores: CSS=13.9, Synergy_ZIP=-3.80, Synergy_Bliss=1.68, Synergy_Loewe=-19.2, Synergy_HSA=-1.94. (2) Drug 1: C1=CC(=CC=C1C#N)C(C2=CC=C(C=C2)C#N)N3C=NC=N3. Drug 2: CC1=C(N=C(N=C1N)C(CC(=O)N)NCC(C(=O)N)N)C(=O)NC(C(C2=CN=CN2)OC3C(C(C(C(O3)CO)O)O)OC4C(C(C(C(O4)CO)O)OC(=O)N)O)C(=O)NC(C)C(C(C)C(=O)NC(C(C)O)C(=O)NCCC5=NC(=CS5)C6=NC(=CS6)C(=O)NCCC[S+](C)C)O. Cell line: SR. Synergy scores: CSS=69.2, Synergy_ZIP=1.45, Synergy_Bliss=1.72, Synergy_Loewe=-7.16, Synergy_HSA=1.80. (3) Drug 1: C1=C(C(=O)NC(=O)N1)N(CCCl)CCCl. Drug 2: C1=CC(=CC=C1CC(C(=O)O)N)N(CCCl)CCCl.Cl. Cell line: HOP-62. Synergy scores: CSS=53.5, Synergy_ZIP=-0.306, Synergy_Bliss=5.45, Synergy_Loewe=-3.09, Synergy_HSA=3.55. (4) Drug 1: CC1CCCC2(C(O2)CC(NC(=O)CC(C(C(=O)C(C1O)C)(C)C)O)C(=CC3=CSC(=N3)C)C)C. Drug 2: COCCOC1=C(C=C2C(=C1)C(=NC=N2)NC3=CC=CC(=C3)C#C)OCCOC.Cl. Cell line: OVCAR3. Synergy scores: CSS=29.6, Synergy_ZIP=4.52, Synergy_Bliss=11.1, Synergy_Loewe=-15.4, Synergy_HSA=6.27. (5) Drug 1: CC1=C(C=C(C=C1)NC(=O)C2=CC=C(C=C2)CN3CCN(CC3)C)NC4=NC=CC(=N4)C5=CN=CC=C5. Drug 2: CC12CCC3C(C1CCC2O)C(CC4=C3C=CC(=C4)O)CCCCCCCCCS(=O)CCCC(C(F)(F)F)(F)F. Cell line: ACHN. Synergy scores: CSS=-6.65, Synergy_ZIP=5.83, Synergy_Bliss=8.22, Synergy_Loewe=-5.84, Synergy_HSA=-4.84. (6) Synergy scores: CSS=6.49, Synergy_ZIP=3.30, Synergy_Bliss=-3.28, Synergy_Loewe=-7.33, Synergy_HSA=-7.33. Drug 2: CCC(=C(C1=CC=CC=C1)C2=CC=C(C=C2)OCCN(C)C)C3=CC=CC=C3.C(C(=O)O)C(CC(=O)O)(C(=O)O)O. Cell line: SR. Drug 1: CC1=C(C(CCC1)(C)C)C=CC(=CC=CC(=CC(=O)O)C)C. (7) Drug 1: C1=C(C(=O)NC(=O)N1)F. Drug 2: CCC1=C2CN3C(=CC4=C(C3=O)COC(=O)C4(CC)O)C2=NC5=C1C=C(C=C5)O. Cell line: SK-MEL-5. Synergy scores: CSS=38.6, Synergy_ZIP=-13.0, Synergy_Bliss=-14.4, Synergy_Loewe=-11.3, Synergy_HSA=-10.1.